Dataset: Reaction yield outcomes from USPTO patents with 853,638 reactions. Task: Predict the reaction yield, written as a fraction of the theoretical maximum amount of product (1.0 means a 100% yield; for example, 0.34 means a 34% yield). (1) The reactants are [CH3:1][O:2][C:3](=[O:33])[CH:4]([C:9]1[CH:10]=[C:11]([C:23]2[CH:28]=[CH:27][C:26]([C:29]([F:32])([F:31])[F:30])=[CH:25][CH:24]=2)[CH:12]=[C:13]([O:15]CC2C=CC=CC=2)[CH:14]=1)[CH2:5][C:6]([CH3:8])=[CH2:7]. The catalyst is CO.[Pd]. The product is [CH3:1][O:2][C:3](=[O:33])[CH:4]([C:9]1[CH:10]=[C:11]([C:23]2[CH:24]=[CH:25][C:26]([C:29]([F:31])([F:30])[F:32])=[CH:27][CH:28]=2)[CH:12]=[C:13]([OH:15])[CH:14]=1)[CH2:5][CH:6]([CH3:8])[CH3:7]. The yield is 0.840. (2) The reactants are [Br:1][C:2]1[CH:3]=[C:4]([CH:9]=[C:10](I)[CH:11]=1)[C:5]([O:7][CH3:8])=[O:6].[CH3:13][N:14](C)C=O. The catalyst is C(OCC)(=O)C.[C-]#N.[Zn+2].[C-]#N.C1C=CC([P]([Pd]([P](C2C=CC=CC=2)(C2C=CC=CC=2)C2C=CC=CC=2)([P](C2C=CC=CC=2)(C2C=CC=CC=2)C2C=CC=CC=2)[P](C2C=CC=CC=2)(C2C=CC=CC=2)C2C=CC=CC=2)(C2C=CC=CC=2)C2C=CC=CC=2)=CC=1. The product is [Br:1][C:2]1[CH:3]=[C:4]([CH:9]=[C:10]([C:13]#[N:14])[CH:11]=1)[C:5]([O:7][CH3:8])=[O:6]. The yield is 0.610. (3) The yield is 0.600. The reactants are [CH3:1][CH2:2][CH:3]([N:5]1[N:10]=[CH:9][N:8]([C:11]2[CH:12]=[CH:13][C:14]([N:17]3[CH2:22][CH2:21][N:20]([C:23]4[CH:24]=[CH:25][C:26]([O:29][CH2:30][C@@H:31]5[O:35][C@:34]([C:42]6[CH:43]=[CH:44][C:45]([Cl:49])=[CH:46][C:47]=6[Cl:48])([CH2:36][N:37]6[N:41]=[CH:40][N:39]=[CH:38]6)[O:33][CH2:32]5)=[CH:27][CH:28]=4)[CH2:19][CH2:18]3)=[CH:15][CH:16]=2)[C:6]1=[O:7])[CH3:4].[C:50]([O:59]CCl)(=[O:58])[CH2:51][CH2:52][CH2:53][CH2:54][CH2:55][CH2:56][CH3:57].[I-].[Na+]. The catalyst is C(#N)C. The product is [CH3:1][CH2:2][CH:3]([N:5]1[N:10]=[CH:9][N:8]([C:11]2[CH:16]=[CH:15][C:14]([N:17]3[CH2:22][CH2:21][N:20]([C:23]4[CH:28]=[CH:27][C:26]([O:29][CH2:30][C@@H:31]5[O:35][C@:34]([C:42]6[CH:43]=[CH:44][C:45]([Cl:49])=[CH:46][C:47]=6[Cl:48])([CH2:36][N:37]6[N:41]=[CH:40][N:39]=[CH:38]6)[O:33][CH2:32]5)=[CH:25][CH:24]=4)[CH2:19][CH2:18]3)=[CH:13][CH:12]=2)[C:6]1=[O:7])[CH3:4].[CH2:1]=[C:51]([CH2:52][CH2:53][CH2:54][CH2:55][CH2:56][CH3:57])[C:50]([O-:59])=[O:58]. (4) The reactants are [CH:1]1([C:5]([OH:7])=[O:6])[CH2:4][CH2:3][CH2:2]1.OS(O)(=O)=O.O.[CH3:14][CH2:15]O. No catalyst specified. The product is [CH:1]1([C:5]([O:7][CH2:14][CH3:15])=[O:6])[CH2:4][CH2:3][CH2:2]1. The yield is 0.690. (5) The reactants are [Br:1][C:2]1[C:3](Cl)=[N:4][C:5]([Cl:8])=[N:6][CH:7]=1.[C:10]1([C@H:16]([NH2:18])[CH3:17])[CH:15]=[CH:14][CH:13]=[CH:12][CH:11]=1.C(N(CC)C(C)C)(C)C. The catalyst is C(O)C. The product is [Br:1][C:2]1[C:3]([NH:18][C@@H:16]([C:10]2[CH:15]=[CH:14][CH:13]=[CH:12][CH:11]=2)[CH3:17])=[N:4][C:5]([Cl:8])=[N:6][CH:7]=1. The yield is 0.740. (6) The reactants are [NH2:1][C:2]1[N:7]=[C:6]([C:8]([O:10][CH2:11][CH3:12])=[O:9])[CH:5]=[CH:4][CH:3]=1.[C:13](O[C:13]([O:15][C:16]([CH3:19])([CH3:18])[CH3:17])=[O:14])([O:15][C:16]([CH3:19])([CH3:18])[CH3:17])=[O:14]. The catalyst is CN(C1C=CN=CC=1)C.C1COCC1. The product is [C:16]([O:15][C:13]([NH:1][C:2]1[N:7]=[C:6]([C:8]([O:10][CH2:11][CH3:12])=[O:9])[CH:5]=[CH:4][CH:3]=1)=[O:14])([CH3:19])([CH3:18])[CH3:17]. The yield is 1.00.